Dataset: NCI-60 drug combinations with 297,098 pairs across 59 cell lines. Task: Regression. Given two drug SMILES strings and cell line genomic features, predict the synergy score measuring deviation from expected non-interaction effect. (1) Drug 1: C1=CC=C(C=C1)NC(=O)CCCCCCC(=O)NO. Drug 2: CN(CCCl)CCCl.Cl. Cell line: NCI/ADR-RES. Synergy scores: CSS=32.5, Synergy_ZIP=1.79, Synergy_Bliss=5.16, Synergy_Loewe=-4.96, Synergy_HSA=0.0343. (2) Drug 1: CCCS(=O)(=O)NC1=C(C(=C(C=C1)F)C(=O)C2=CNC3=C2C=C(C=N3)C4=CC=C(C=C4)Cl)F. Drug 2: COC1=NC(=NC2=C1N=CN2C3C(C(C(O3)CO)O)O)N. Cell line: TK-10. Synergy scores: CSS=11.4, Synergy_ZIP=1.20, Synergy_Bliss=5.95, Synergy_Loewe=0.808, Synergy_HSA=4.04. (3) Drug 1: COC1=C(C=C2C(=C1)N=CN=C2NC3=CC(=C(C=C3)F)Cl)OCCCN4CCOCC4. Drug 2: C1C(C(OC1N2C=C(C(=O)NC2=O)F)CO)O. Cell line: KM12. Synergy scores: CSS=6.10, Synergy_ZIP=-15.4, Synergy_Bliss=-34.7, Synergy_Loewe=-7.10, Synergy_HSA=-25.6. (4) Drug 1: C1CN1P(=S)(N2CC2)N3CC3. Drug 2: COC1=C2C(=CC3=C1OC=C3)C=CC(=O)O2. Cell line: MDA-MB-231. Synergy scores: CSS=4.63, Synergy_ZIP=-0.183, Synergy_Bliss=2.56, Synergy_Loewe=-1.04, Synergy_HSA=-0.205. (5) Drug 1: CC1=C(C=C(C=C1)NC(=O)C2=CC=C(C=C2)CN3CCN(CC3)C)NC4=NC=CC(=N4)C5=CN=CC=C5. Drug 2: C1=NC2=C(N1)C(=S)N=CN2. Cell line: NCI/ADR-RES. Synergy scores: CSS=23.0, Synergy_ZIP=6.94, Synergy_Bliss=8.27, Synergy_Loewe=-17.9, Synergy_HSA=2.70.